From a dataset of Serine/threonine kinase 33 screen with 319,792 compounds. Binary Classification. Given a drug SMILES string, predict its activity (active/inactive) in a high-throughput screening assay against a specified biological target. (1) The molecule is s1c(N(CCCN(C)C)C(=O)c2sccc2)nc2c1cc1OCOc1c2. The result is 0 (inactive). (2) The molecule is Clc1cc(NC(=O)COC(=O)c2c(noc2C)c2ccccc2)ccc1. The result is 0 (inactive). (3) The molecule is S=c1n(c(n[nH]1)Cn1nc(cc1C(F)F)C(F)F)c1cc(OC)ccc1. The result is 0 (inactive). (4) The molecule is Clc1nc(NNC(=O)c2c(CC[N+]([O-])=O)cccc2)ccc1. The result is 0 (inactive). (5) The compound is Clc1c(N2CCN(CC2)C(=O)c2ccc(OC)cc2)cnn(c1=O)c1ccccc1. The result is 0 (inactive). (6) The compound is s1c(N2N=C(CC2=O)C)nc(c2ccccc2)c1. The result is 0 (inactive). (7) The molecule is O=C(NC1C(CCCC1)C)Cn1ncc2c1c1c(oc2=O)ccc(c1)C. The result is 0 (inactive).